Dataset: Full USPTO retrosynthesis dataset with 1.9M reactions from patents (1976-2016). Task: Predict the reactants needed to synthesize the given product. (1) Given the product [F:23][C:24]1[CH:30]=[CH:29][CH:28]=[CH:27][C:25]=1[NH:26][S:2]([C:5]1[CH:13]=[CH:12][CH:11]=[C:7]([C:8]([N:19]2[CH2:18][CH2:17][N:16]3[CH2:20][CH2:21][CH2:22][C@H:15]3[CH2:14]2)=[O:9])[CH:6]=1)(=[O:4])=[O:3], predict the reactants needed to synthesize it. The reactants are: Cl[S:2]([C:5]1[CH:6]=[C:7]([CH:11]=[CH:12][CH:13]=1)[C:8](Cl)=[O:9])(=[O:4])=[O:3].[CH2:14]1[NH:19][CH2:18][CH2:17][N:16]2[CH2:20][CH2:21][CH2:22][C@@H:15]12.[F:23][C:24]1[CH:30]=[CH:29][CH:28]=[CH:27][C:25]=1[NH2:26]. (2) Given the product [Br:17][C:6]1[CH:5]=[N:4][CH:3]=[C:2]([C:23]2[CH:24]=[CH:25][C:20]([C:19]([F:30])([F:29])[F:18])=[CH:21][CH:22]=2)[C:7]=1[N:8]1[CH2:13][CH2:12][CH:11]([C:14]([NH2:16])=[O:15])[CH2:10][CH2:9]1, predict the reactants needed to synthesize it. The reactants are: Br[C:2]1[CH:3]=[N:4][CH:5]=[C:6]([Br:17])[C:7]=1[N:8]1[CH2:13][CH2:12][CH:11]([C:14]([NH2:16])=[O:15])[CH2:10][CH2:9]1.[F:18][C:19]([F:30])([F:29])[C:20]1[CH:25]=[CH:24][C:23](B(O)O)=[CH:22][CH:21]=1.P([O-])([O-])([O-])=O.[K+].[K+].[K+].C(=O)([O-])O.[Na+].